Dataset: Reaction yield outcomes from USPTO patents with 853,638 reactions. Task: Predict the reaction yield, written as a fraction of the theoretical maximum amount of product (1.0 means a 100% yield; for example, 0.34 means a 34% yield). (1) The reactants are [C:1]([C:3]([CH3:16])([CH3:15])[CH2:4][C:5]1[CH:6]=[C:7]([CH:12]=[CH:13][CH:14]=1)[C:8]([O:10]C)=[O:9])#[N:2].O1CCCC1.[OH-].[Na+].Cl. The catalyst is CO. The product is [C:1]([C:3]([CH3:16])([CH3:15])[CH2:4][C:5]1[CH:6]=[C:7]([CH:12]=[CH:13][CH:14]=1)[C:8]([OH:10])=[O:9])#[N:2]. The yield is 0.950. (2) The reactants are [Br:1][C:2]1[CH:3]=[CH:4][C:5]2[N:6]([CH2:16][C:17](=O)[CH2:18][O:19][C:20]3[CH:25]=[CH:24][CH:23]=[CH:22][CH:21]=3)[C:7]3[C:12]([C:13]=2[CH:14]=1)=[CH:11][C:10]([Br:15])=[CH:9][CH:8]=3.N1C(C)=CC=CC=1C.Cl.[CH2:36]([O:43][NH2:44])[C:37]1[CH:42]=[CH:41][CH:40]=[CH:39][CH:38]=1. The catalyst is C1COCC1. The product is [CH2:36]([O:43]/[N:44]=[C:17](\[CH2:18][O:19][C:20]1[CH:25]=[CH:24][CH:23]=[CH:22][CH:21]=1)/[CH2:16][N:6]1[C:7]2[CH:8]=[CH:9][C:10]([Br:15])=[CH:11][C:12]=2[C:13]2[C:5]1=[CH:4][CH:3]=[C:2]([Br:1])[CH:14]=2)[C:37]1[CH:42]=[CH:41][CH:40]=[CH:39][CH:38]=1. The yield is 0.934. (3) The reactants are Cl[C:2]1[N:7]=[CH:6][N:5]=[C:4]([NH:8][C@H:9]2[CH2:13][C@H:12]([OH:14])[C@H:11]([CH2:15][OH:16])[CH2:10]2)[CH:3]=1.ClC1N=CN=C(N[C@H]2C[C@@H]3OC(C4C=CC(OC)=CC=4)OC[C@@H]3C2)C=1.[NH2:42][C@@H:43]1[C:51]2[C:46](=[CH:47][CH:48]=[CH:49][CH:50]=2)[CH2:45][CH2:44]1. The catalyst is C(O)CCC. The product is [C@@H:43]1([NH:42][C:2]2[N:7]=[CH:6][N:5]=[C:4]([NH:8][C@H:9]3[CH2:13][C@H:12]([OH:14])[C@H:11]([CH2:15][OH:16])[CH2:10]3)[CH:3]=2)[C:51]2[C:46](=[CH:47][CH:48]=[CH:49][CH:50]=2)[CH2:45][CH2:44]1. The yield is 0.630. (4) The reactants are [C:1]([O:5][C:6]([N:8]1[CH2:13][CH2:12][CH:11]([O:14][C:15]2[C:24]([C:25]([O:27]C)=[O:26])=[CH:23][C:22]([N+:29]([O-:31])=[O:30])=[CH:21][C:16]=2[C:17]([O:19]C)=[O:18])[CH2:10][CH2:9]1)=[O:7])([CH3:4])([CH3:3])[CH3:2]. The catalyst is Cl. The product is [C:1]([O:5][C:6]([N:8]1[CH2:9][CH2:10][CH:11]([O:14][C:15]2[C:24]([C:25]([OH:27])=[O:26])=[CH:23][C:22]([N+:29]([O-:31])=[O:30])=[CH:21][C:16]=2[C:17]([OH:19])=[O:18])[CH2:12][CH2:13]1)=[O:7])([CH3:4])([CH3:2])[CH3:3]. The yield is 0.400. (5) The reactants are [N:1]1([C:7]2[CH:8]=[CH:9][C:10]3[CH2:11][N:12]([C:18]([O:20][C:21]([CH3:24])([CH3:23])[CH3:22])=[O:19])[CH2:13][CH2:14][O:15][C:16]=3[N:17]=2)[CH2:6][CH2:5][NH:4][CH2:3][CH2:2]1.CCN(CC)CC.Cl[C:33]([O:35][CH3:36])=[O:34].O. The catalyst is C1COCC1. The product is [CH3:36][O:35][C:33]([N:4]1[CH2:5][CH2:6][N:1]([C:7]2[CH:8]=[CH:9][C:10]3[CH2:11][N:12]([C:18]([O:20][C:21]([CH3:24])([CH3:23])[CH3:22])=[O:19])[CH2:13][CH2:14][O:15][C:16]=3[N:17]=2)[CH2:2][CH2:3]1)=[O:34]. The yield is 0.690. (6) The reactants are [Cl:1][CH2:2][CH2:3][CH2:4][S:5]([O:8][CH2:9][C:10]([CH3:24])([CH3:23])[C@@H:11]([O:15][CH2:16][C:17]1[CH:22]=[CH:21][CH:20]=[CH:19][CH:18]=1)[C:12]([OH:14])=[O:13])(=[O:7])=[O:6].C(Cl)(=O)C(Cl)=O.O[CH2:32][C:33]([N:35]([CH3:37])[CH3:36])=[O:34].N1C=CC=CC=1. The catalyst is ClCCl. The product is [Cl:1][CH2:2][CH2:3][CH2:4][S:5]([O:8][CH2:9][C:10]([CH3:24])([CH3:23])[C@@H:11]([O:15][CH2:16][C:17]1[CH:22]=[CH:21][CH:20]=[CH:19][CH:18]=1)[C:12]([O:14][CH2:32][C:33](=[O:34])[N:35]([CH3:37])[CH3:36])=[O:13])(=[O:6])=[O:7]. The yield is 0.300.